From a dataset of NCI-60 drug combinations with 297,098 pairs across 59 cell lines. Regression. Given two drug SMILES strings and cell line genomic features, predict the synergy score measuring deviation from expected non-interaction effect. (1) Drug 1: CC1=C(N=C(N=C1N)C(CC(=O)N)NCC(C(=O)N)N)C(=O)NC(C(C2=CN=CN2)OC3C(C(C(C(O3)CO)O)O)OC4C(C(C(C(O4)CO)O)OC(=O)N)O)C(=O)NC(C)C(C(C)C(=O)NC(C(C)O)C(=O)NCCC5=NC(=CS5)C6=NC(=CS6)C(=O)NCCC[S+](C)C)O. Drug 2: CN(CCCl)CCCl.Cl. Cell line: NCIH23. Synergy scores: CSS=47.7, Synergy_ZIP=-0.478, Synergy_Bliss=-0.172, Synergy_Loewe=1.27, Synergy_HSA=4.90. (2) Drug 1: COC1=CC(=CC(=C1O)OC)C2C3C(COC3=O)C(C4=CC5=C(C=C24)OCO5)OC6C(C(C7C(O6)COC(O7)C8=CC=CS8)O)O. Drug 2: CC1C(C(CC(O1)OC2CC(OC(C2O)C)OC3=CC4=CC5=C(C(=O)C(C(C5)C(C(=O)C(C(C)O)O)OC)OC6CC(C(C(O6)C)O)OC7CC(C(C(O7)C)O)OC8CC(C(C(O8)C)O)(C)O)C(=C4C(=C3C)O)O)O)O. Cell line: UO-31. Synergy scores: CSS=13.1, Synergy_ZIP=-4.50, Synergy_Bliss=2.37, Synergy_Loewe=4.11, Synergy_HSA=3.40. (3) Drug 1: C1=CC=C(C(=C1)C(C2=CC=C(C=C2)Cl)C(Cl)Cl)Cl. Drug 2: C1C(C(OC1N2C=NC(=NC2=O)N)CO)O. Cell line: MDA-MB-231. Synergy scores: CSS=5.75, Synergy_ZIP=1.44, Synergy_Bliss=-3.98, Synergy_Loewe=-9.41, Synergy_HSA=-2.71. (4) Drug 1: CN1CCC(CC1)COC2=C(C=C3C(=C2)N=CN=C3NC4=C(C=C(C=C4)Br)F)OC. Drug 2: CC(C)CN1C=NC2=C1C3=CC=CC=C3N=C2N. Cell line: OVCAR-4. Synergy scores: CSS=6.07, Synergy_ZIP=-1.98, Synergy_Bliss=-4.31, Synergy_Loewe=-5.19, Synergy_HSA=-5.32. (5) Drug 1: C1=NC2=C(N1)C(=S)N=CN2. Cell line: TK-10. Drug 2: C1CNP(=O)(OC1)N(CCCl)CCCl. Synergy scores: CSS=35.2, Synergy_ZIP=0.167, Synergy_Bliss=1.31, Synergy_Loewe=-45.2, Synergy_HSA=1.33. (6) Drug 1: CCN(CC)CCNC(=O)C1=C(NC(=C1C)C=C2C3=C(C=CC(=C3)F)NC2=O)C. Drug 2: CC1C(C(CC(O1)OC2CC(CC3=C2C(=C4C(=C3O)C(=O)C5=CC=CC=C5C4=O)O)(C(=O)C)O)N)O. Cell line: SR. Synergy scores: CSS=40.2, Synergy_ZIP=4.18, Synergy_Bliss=4.82, Synergy_Loewe=-17.0, Synergy_HSA=4.83.